Dataset: Full USPTO retrosynthesis dataset with 1.9M reactions from patents (1976-2016). Task: Predict the reactants needed to synthesize the given product. (1) Given the product [F:6][C:7]1[CH:15]=[C:14]([Cl:16])[C:13]([F:17])=[CH:12][C:8]=1[C:9]([O:11][CH2:18][CH3:19])=[O:10], predict the reactants needed to synthesize it. The reactants are: S(=O)(=O)(O)O.[F:6][C:7]1[CH:15]=[C:14]([Cl:16])[C:13]([F:17])=[CH:12][C:8]=1[C:9]([OH:11])=[O:10].[CH2:18](O)[CH3:19]. (2) Given the product [OH:7][CH:4]1[CH2:5][CH2:6][N:1]([C:8]([O:10][C:11]([CH3:14])([CH3:13])[CH3:12])=[O:9])[CH2:2][CH2:3]1, predict the reactants needed to synthesize it. The reactants are: [NH:1]1[CH2:6][CH2:5][CH:4]([OH:7])[CH2:3][CH2:2]1.[C:8](O[C:8]([O:10][C:11]([CH3:14])([CH3:13])[CH3:12])=[O:9])([O:10][C:11]([CH3:14])([CH3:13])[CH3:12])=[O:9]. (3) The reactants are: [CH2:1]([C:3]1[C:8](=[O:9])[NH:7][C:6]([CH3:10])=[C:5]([C:11]2[S:15][C:14]([S:16](Cl)(=[O:18])=[O:17])=[CH:13][CH:12]=2)[CH:4]=1)[CH3:2].[NH2:20][CH2:21][CH2:22][NH:23][C:24](=[O:26])[CH3:25]. Given the product [CH2:1]([C:3]1[C:8](=[O:9])[NH:7][C:6]([CH3:10])=[C:5]([C:11]2[S:15][C:14]([S:16]([NH:20][CH2:21][CH2:22][NH:23][C:24](=[O:26])[CH3:25])(=[O:18])=[O:17])=[CH:13][CH:12]=2)[CH:4]=1)[CH3:2], predict the reactants needed to synthesize it. (4) Given the product [CH2:1]([C:8]1[CH:9]=[N:10][C:11]2[C:16]([C:17]=1[C:18]1[CH:19]=[C:20]([NH:24][CH2:41][C:34]3[C:35]4[C:40](=[CH:39][CH:38]=[CH:37][CH:36]=4)[C:31]([N:30]([CH3:29])[CH3:43])=[CH:32][CH:33]=3)[CH:21]=[CH:22][CH:23]=1)=[CH:15][CH:14]=[CH:13][C:12]=2[C:25]([F:28])([F:26])[F:27])[C:2]1[CH:3]=[CH:4][CH:5]=[CH:6][CH:7]=1, predict the reactants needed to synthesize it. The reactants are: [CH2:1]([C:8]1[CH:9]=[N:10][C:11]2[C:16]([C:17]=1[C:18]1[CH:19]=[C:20]([NH2:24])[CH:21]=[CH:22][CH:23]=1)=[CH:15][CH:14]=[CH:13][C:12]=2[C:25]([F:28])([F:27])[F:26])[C:2]1[CH:7]=[CH:6][CH:5]=[CH:4][CH:3]=1.[CH3:29][N:30]([CH3:43])[C:31]1[C:40]2[C:35](=[CH:36][CH:37]=[CH:38][CH:39]=2)[C:34]([CH:41]=O)=[CH:33][CH:32]=1. (5) Given the product [C:5]1([CH3:20])[CH:4]=[CH:3][CH:2]=[C:1]([C:7]2[CH:15]=[CH:14][CH:13]=[C:12]3[C:8]=2[C:9]2[CH:19]=[CH:18][CH:17]=[N:16][C:10]=2[NH:11]3)[CH:6]=1, predict the reactants needed to synthesize it. The reactants are: [C:1]1([C:7]2[CH:15]=[CH:14][CH:13]=[C:12]3[C:8]=2[C:9]2[CH:19]=[CH:18][CH:17]=[N:16][C:10]=2[NH:11]3)[CH:6]=[CH:5][CH:4]=[CH:3][CH:2]=1.[C:20]1(C)C=CC=C(B(O)O)C=1.